This data is from Full USPTO retrosynthesis dataset with 1.9M reactions from patents (1976-2016). The task is: Predict the reactants needed to synthesize the given product. (1) The reactants are: C[O:2][C:3](=O)[C@H:4]([CH:27]([CH3:29])[CH3:28])[C:5]([C:14]1[CH:19]=[CH:18][C:17]([CH2:20][CH2:21][C:22]([CH3:25])([CH3:24])[CH3:23])=[C:16]([Cl:26])[CH:15]=1)([NH:7][S@:8]([C:10]([CH3:13])([CH3:12])[CH3:11])=[O:9])[CH3:6].[H-].C([Al+]CC(C)C)C(C)C.C1(C)C=CC=CC=1.CO.[C@H](O)(C([O-])=O)[C@@H](O)C([O-])=O.[Na+].[K+]. Given the product [Cl:26][C:16]1[CH:15]=[C:14]([C@@:5]([NH:7][S@:8]([C:10]([CH3:12])([CH3:11])[CH3:13])=[O:9])([CH3:6])[CH:4]([CH2:3][OH:2])[CH:27]([CH3:28])[CH3:29])[CH:19]=[CH:18][C:17]=1[CH2:20][CH2:21][C:22]([CH3:23])([CH3:24])[CH3:25], predict the reactants needed to synthesize it. (2) Given the product [CH:22]([NH:29][C:30](=[O:31])[N:14]([C@@H:11]1[CH2:12][CH2:13][N:9]([CH2:1][C:2]2[CH:7]=[CH:6][CH:5]=[CH:4][CH:3]=2)[CH2:10]1)[CH3:15])([C:23]1[CH:24]=[CH:25][CH:26]=[CH:27][CH:28]=1)[C:16]1[CH:21]=[CH:20][CH:19]=[CH:18][CH:17]=1, predict the reactants needed to synthesize it. The reactants are: [C:1]([N:9]1[CH2:13][CH2:12][C@@H:11]([NH:14][CH3:15])[CH2:10]1)(=O)[C:2]1[CH:7]=[CH:6][CH:5]=[CH:4][CH:3]=1.[C:16]1([CH:22]([N:29]=[C:30]=[O:31])[C:23]2[CH:28]=[CH:27][CH:26]=[CH:25][CH:24]=2)[CH:21]=[CH:20][CH:19]=[CH:18][CH:17]=1.